Dataset: Ames mutagenicity test results for genotoxicity prediction. Task: Regression/Classification. Given a drug SMILES string, predict its toxicity properties. Task type varies by dataset: regression for continuous values (e.g., LD50, hERG inhibition percentage) or binary classification for toxic/non-toxic outcomes (e.g., AMES mutagenicity, cardiotoxicity, hepatotoxicity). Dataset: ames. (1) The result is 1 (mutagenic). The molecule is O=c1c2c(O[C@@H]3O[C@H](CO)[C@@H](O)[C@H](O)[C@H]3O)cc(O)cc2oc2c(O)ccc(O)c12. (2) The drug is CC(=O)C1(O)Cc2c(O)c3c(c(O)c2C(OC2CC(N)C(O)C(C)O2)C1)C(=O)c1ccccc1C3=O. The result is 1 (mutagenic). (3) The result is 0 (non-mutagenic). The compound is ON1CN(Cl)CN(Cl)C1. (4) The drug is O=[N+]([O-])c1cccc(Br)c1. The result is 1 (mutagenic). (5) The drug is COCCl. The result is 0 (non-mutagenic). (6) The molecule is O=[N+]([O-])c1ccccc1CCO. The result is 1 (mutagenic). (7) The molecule is CNCc1ccc(CSCCN=C(NC[C@H](O)c2ccc(O)cc2)NS(C)(=O)=O)o1. The result is 0 (non-mutagenic).